This data is from Catalyst prediction with 721,799 reactions and 888 catalyst types from USPTO. The task is: Predict which catalyst facilitates the given reaction. (1) Reactant: Cl[C:2]1[N:11]=[CH:10][C:9]2[N:8]([CH3:12])[C:7](=[O:13])[C@@H:6]([CH2:14][CH3:15])[N:5]([CH:16]([CH3:18])[CH3:17])[C:4]=2[N:3]=1.[NH2:19][C:20]1[CH:21]=[CH:22][C:23]([C:29]([OH:31])=[O:30])=[C:24]2[C:28]=1[O:27][CH2:26][CH2:25]2.Cl. Product: [CH2:14]([C@H:6]1[N:5]([CH:16]([CH3:18])[CH3:17])[C:4]2[N:3]=[C:2]([NH:19][C:20]3[CH:21]=[CH:22][C:23]([C:29]([OH:31])=[O:30])=[C:24]4[C:28]=3[O:27][CH2:26][CH2:25]4)[N:11]=[CH:10][C:9]=2[N:8]([CH3:12])[C:7]1=[O:13])[CH3:15]. The catalyst class is: 40. (2) Product: [CH:28]1([C:26]2[N:25]=[C:24]([O:31][C:32]3[CH:41]=[C:40]([CH3:42])[C:35]4[NH:36][C:37](=[O:39])[O:38][C:34]=4[CH:33]=3)[CH:23]=[C:22]([N:17]3[CH2:18][CH2:19][CH:14]([N:10]4[CH2:9][CH2:8][C:7]5[CH:20]=[C:3]([O:2][CH3:1])[CH:4]=[CH:5][C:6]=5[NH:12][C:11]4=[O:13])[CH2:15][CH2:16]3)[N:27]=2)[CH2:30][CH2:29]1. Reactant: [CH3:1][O:2][C:3]1[CH:4]=[CH:5][C:6]2[NH:12][C:11](=[O:13])[N:10]([CH:14]3[CH2:19][CH2:18][NH:17][CH2:16][CH2:15]3)[CH2:9][CH2:8][C:7]=2[CH:20]=1.Cl[C:22]1[N:27]=[C:26]([CH:28]2[CH2:30][CH2:29]2)[N:25]=[C:24]([O:31][C:32]2[CH:41]=[C:40]([CH3:42])[C:35]3[NH:36][C:37](=[O:39])[O:38][C:34]=3[CH:33]=2)[CH:23]=1.CCN(C(C)C)C(C)C.O. The catalyst class is: 3. (3) Product: [CH:47]1([C:50]([O:27][CH:24]([C:5]2[C:6]3[N:7]4[CH2:14][CH2:13][CH2:12][N:11]([C:15]5[C:16]([CH3:23])=[N:17][C:18]([O:21][CH3:22])=[CH:19][CH:20]=5)[C:8]4=[N:9][C:10]=3[C:2]([Cl:1])=[CH:3][CH:4]=2)[CH2:25][CH3:26])=[O:51])[CH2:49][CH2:48]1. Reactant: [Cl:1][C:2]1[C:10]2[N:9]=[C:8]3[N:11]([C:15]4[C:16]([CH3:23])=[N:17][C:18]([O:21][CH3:22])=[CH:19][CH:20]=4)[CH2:12][CH2:13][CH2:14][N:7]3[C:6]=2[C:5]([CH:24]([OH:27])[CH2:25][CH3:26])=[CH:4][CH:3]=1.Cl.C(N=C=NCCCN(C)C)C.C(N(CC)CC)C.[CH:47]1([C:50](O)=[O:51])[CH2:49][CH2:48]1. The catalyst class is: 453. (4) Reactant: OC[CH2:3][N:4]([CH2:40][CH2:41]O)[C:5]([C:7]1[N:16]2[C:10]([CH2:11][N:12]([C:21]([C:23]3[CH:28]=[CH:27][C:26]([C:29]4[CH:34]=[CH:33][CH:32]=[CH:31][C:30]=4[C:35]([F:38])([F:37])[F:36])=[C:25]([CH3:39])[CH:24]=3)=[O:22])[C:13]3[CH:20]=[CH:19][CH:18]=[CH:17][C:14]=3[CH2:15]2)=[CH:9][CH:8]=1)=[O:6].[C:43]([O:47]C(N1CCNCC1)=O)(C)(C)C.O.[OH:57]N1C2C=CC=CC=2N=N1.Cl.CN(C)CCCN=C=NCC.C([N:82]([CH2:86]C)[CH:83]([CH3:85])C)(C)C. Product: [CH3:39][C:25]1[CH:24]=[C:23]([C:21]([N:12]2[C:13]3[CH:20]=[CH:19][CH:18]=[CH:17][C:14]=3[CH2:15][N:16]3[C:7]([C:5]([N:4]4[CH2:3][CH2:86][N:82]([CH2:83][C@H:85]([OH:57])[CH2:43][OH:47])[CH2:41][CH2:40]4)=[O:6])=[CH:8][CH:9]=[C:10]3[CH2:11]2)=[O:22])[CH:28]=[CH:27][C:26]=1[C:29]1[CH:34]=[CH:33][CH:32]=[CH:31][C:30]=1[C:35]([F:37])([F:36])[F:38]. The catalyst class is: 42.